From a dataset of Forward reaction prediction with 1.9M reactions from USPTO patents (1976-2016). Predict the product of the given reaction. (1) Given the reactants Cl[C:2]1[C:3]([F:18])=[CH:4][C:5]([N+:15]([O-:17])=[O:16])=[C:6]([N:8]2[CH2:13][CH2:12][CH:11]([CH3:14])[CH2:10][CH2:9]2)[CH:7]=1.[CH3:19][N:20]1[CH2:25][CH2:24][NH:23][CH2:22][CH2:21]1, predict the reaction product. The product is: [F:18][C:3]1[CH:4]=[C:5]([N+:15]([O-:17])=[O:16])[C:6]([N:8]2[CH2:13][CH2:12][CH:11]([CH3:14])[CH2:10][CH2:9]2)=[CH:7][C:2]=1[N:23]1[CH2:24][CH2:25][N:20]([CH3:19])[CH2:21][CH2:22]1. (2) Given the reactants [F:1][C:2]1[CH:3]=[CH:4][C:5]2[N:9]=[N:8][NH:7][C:6]=2[CH:10]=1.[Cl:11][CH2:12][CH2:13][CH2:14]Br, predict the reaction product. The product is: [Cl:11][CH2:12][CH2:13][CH2:14][N:7]1[C:6]2[CH:10]=[C:2]([F:1])[CH:3]=[CH:4][C:5]=2[N:9]=[N:8]1. (3) The product is: [Cl:1][C:2]1[C:3]([N:9]([CH2:24][C:25]2[CH:30]=[CH:29][CH:28]=[CH:27][C:26]=2[C:31]([F:32])([F:33])[F:34])[S:10]([C:13]2[CH:14]=[CH:15][C:16]([C:17]([O:19][CH3:20])=[O:18])=[CH:21][CH:22]=2)(=[O:12])=[O:11])=[N:4][CH:5]=[C:6]([Cl:8])[CH:7]=1. Given the reactants [Cl:1][C:2]1[C:3]([NH:9][S:10]([C:13]2[CH:22]=[CH:21][C:16]([C:17]([O:19][CH3:20])=[O:18])=[CH:15][CH:14]=2)(=[O:12])=[O:11])=[N:4][CH:5]=[C:6]([Cl:8])[CH:7]=1.Br[CH2:24][C:25]1[CH:30]=[CH:29][CH:28]=[CH:27][C:26]=1[C:31]([F:34])([F:33])[F:32], predict the reaction product.